The task is: Predict the reaction yield, written as a fraction of the theoretical maximum amount of product (1.0 means a 100% yield; for example, 0.34 means a 34% yield).. This data is from Reaction yield outcomes from USPTO patents with 853,638 reactions. The yield is 0.210. The product is [ClH:41].[Br:1][C:2]1[C:11]2[NH:10][C:9](=[O:12])[C:8]3[S:13][CH:14]=[CH:15][C:7]=3[C:6]=2[C:5]([C:16]2[CH:32]=[CH:31][C:19]([CH2:20][CH2:21][NH:22][CH3:23])=[C:18]([F:33])[CH:17]=2)=[C:4]([OH:34])[CH:3]=1. No catalyst specified. The reactants are [Br:1][C:2]1[C:11]2[NH:10][C:9](=[O:12])[C:8]3[S:13][CH:14]=[CH:15][C:7]=3[C:6]=2[C:5]([C:16]2[CH:32]=[CH:31][C:19]([CH2:20][CH2:21][N:22](C)[C:23](=O)OC(C)(C)C)=[C:18]([F:33])[CH:17]=2)=[C:4]([O:34]C)[CH:3]=1.B(Br)(Br)Br.C(Cl)[Cl:41].